From a dataset of Peptide-MHC class II binding affinity with 134,281 pairs from IEDB. Regression. Given a peptide amino acid sequence and an MHC pseudo amino acid sequence, predict their binding affinity value. This is MHC class II binding data. (1) The peptide sequence is YDKFLANVSVVLTGK. The MHC is DRB1_0101 with pseudo-sequence DRB1_0101. The binding affinity (normalized) is 0.964. (2) The peptide sequence is NKAGVRIYVDIVLNH. The MHC is DRB1_1602 with pseudo-sequence DRB1_1602. The binding affinity (normalized) is 0.580. (3) The peptide sequence is NYNTRATNYNRGDQS. The MHC is H-2-IEd with pseudo-sequence H-2-IEd. The binding affinity (normalized) is 0.0156. (4) The peptide sequence is KTFEREYPTIKQKKP. The MHC is DRB1_0701 with pseudo-sequence DRB1_0701. The binding affinity (normalized) is 0.211. (5) The peptide sequence is PKQMLVGGVVLLGAMK. The MHC is DRB3_0202 with pseudo-sequence DRB3_0202. The binding affinity (normalized) is 0. (6) The peptide sequence is FDKFKVNSTLEQYVF. The MHC is DRB1_0101 with pseudo-sequence DRB1_0101. The binding affinity (normalized) is 0.745.